This data is from Catalyst prediction with 721,799 reactions and 888 catalyst types from USPTO. The task is: Predict which catalyst facilitates the given reaction. (1) Reactant: [CH3:1][S:2]([C:5]1[CH:10]=[CH:9][C:8]([C:11]2[CH2:16][CH2:15][CH:14]([O:17][CH2:18][CH:19]3[CH2:24][CH2:23][N:22]([C:25]([O:27][C:28]([CH3:31])([CH3:30])[CH3:29])=[O:26])[CH2:21][CH2:20]3)[CH2:13][CH:12]=2)=[CH:7][CH:6]=1)(=[O:4])=[O:3].[H][H]. Product: [CH3:1][S:2]([C:5]1[CH:10]=[CH:9][C:8]([CH:11]2[CH2:12][CH2:13][CH:14]([O:17][CH2:18][CH:19]3[CH2:24][CH2:23][N:22]([C:25]([O:27][C:28]([CH3:31])([CH3:30])[CH3:29])=[O:26])[CH2:21][CH2:20]3)[CH2:15][CH2:16]2)=[CH:7][CH:6]=1)(=[O:4])=[O:3]. The catalyst class is: 50. (2) Reactant: C[Si]([C:5]#[C:6][C:7]1[CH:12]=[CH:11][C:10]([C:13]2[C:14]([C:18]3[CH:23]=[CH:22][N:21]=[CH:20][CH:19]=3)=[N:15][NH:16][CH:17]=2)=[CH:9][CH:8]=1)(C)C.CCCC[N+](CCCC)(CCCC)CCCC.[F-].C1COCC1. Product: [C:6]([C:7]1[CH:8]=[CH:9][C:10]([C:13]2[C:14]([C:18]3[CH:23]=[CH:22][N:21]=[CH:20][CH:19]=3)=[N:15][NH:16][CH:17]=2)=[CH:11][CH:12]=1)#[CH:5]. The catalyst class is: 721.